This data is from Peptide-MHC class I binding affinity with 185,985 pairs from IEDB/IMGT. The task is: Regression. Given a peptide amino acid sequence and an MHC pseudo amino acid sequence, predict their binding affinity value. This is MHC class I binding data. The peptide sequence is AAVDLSHFL. The MHC is HLA-A68:01 with pseudo-sequence HLA-A68:01. The binding affinity (normalized) is 0.356.